This data is from Retrosynthesis with 50K atom-mapped reactions and 10 reaction types from USPTO. The task is: Predict the reactants needed to synthesize the given product. (1) Given the product CCCCC(=O)Nc1ccc2oc3c(c2c1)CCCCCC3, predict the reactants needed to synthesize it. The reactants are: CCCCC(=O)Cl.Nc1ccc2oc3c(c2c1)CCCCCC3. (2) The reactants are: Brc1ccncc1.CC(=O)Nc1ccc(B2OC(C)(C)C(C)(C)O2)cc1. Given the product CC(=O)Nc1ccc(-c2ccncc2)cc1, predict the reactants needed to synthesize it. (3) The reactants are: COc1ccccc1-c1cc2c(Cl)ncnc2[nH]1.Nc1cccc(Cl)c1. Given the product COc1ccccc1-c1cc2c(Nc3cccc(Cl)c3)ncnc2[nH]1, predict the reactants needed to synthesize it. (4) The reactants are: Cc1cc(C)c(S(=O)(=O)N(Cc2ccc(OC3CCCCO3)cc2Cl)c2ccc(I)cc2)c(C)c1. Given the product Cc1cc(C)c(S(=O)(=O)N(Cc2ccc(O)cc2Cl)c2ccc(I)cc2)c(C)c1, predict the reactants needed to synthesize it. (5) The reactants are: CC(C)(C)c1cc(Nc2ccccc2C(=O)O)cc(C(C)(C)C)c1O.NCc1ccccc1. Given the product CC(C)(C)c1cc(Nc2ccccc2C(=O)NCc2ccccc2)cc(C(C)(C)C)c1O, predict the reactants needed to synthesize it. (6) Given the product CC[C@H](C)CCC1(C)C(=O)C(C2=NS(=O)(=O)c3cc(N)ccc3N2)=C(O)c2ccccc21, predict the reactants needed to synthesize it. The reactants are: CC[C@H](C)CCC1(C)C(=O)C(C2=NS(=O)(=O)c3cc(NC(=O)OC(C)(C)C)ccc3N2)=C(O)c2ccccc21.